Predict which catalyst facilitates the given reaction. From a dataset of Catalyst prediction with 721,799 reactions and 888 catalyst types from USPTO. Reactant: [C:1]([O:5][C:6]([N:8]1[CH2:12][CH2:11][CH:10]([O:13]S(C)(=O)=O)[CH2:9]1)=[O:7])([CH3:4])([CH3:3])[CH3:2].[F:18][C:19]1[CH:24]=[CH:23][C:22](O)=[CH:21][CH:20]=1.C(=O)([O-])[O-].[K+].[K+]. Product: [C:1]([O:5][C:6]([N:8]1[CH2:12][CH2:11][CH:10]([O:13][C:22]2[CH:23]=[CH:24][C:19]([F:18])=[CH:20][CH:21]=2)[CH2:9]1)=[O:7])([CH3:4])([CH3:3])[CH3:2]. The catalyst class is: 47.